Dataset: Reaction yield outcomes from USPTO patents with 853,638 reactions. Task: Predict the reaction yield, written as a fraction of the theoretical maximum amount of product (1.0 means a 100% yield; for example, 0.34 means a 34% yield). (1) The reactants are [CH3:1][O:2][C:3]1[CH:8]=[CH:7][C:6]([NH2:9])=[CH:5][CH:4]=1.[OH-].[Na+].[Cl:12][CH2:13][CH2:14][C:15](Cl)=[O:16].Cl. The catalyst is C(Cl)Cl.O. The product is [CH3:1][O:2][C:3]1[CH:8]=[CH:7][C:6]([NH:9][C:15](=[O:16])[CH2:14][CH2:13][Cl:12])=[CH:5][CH:4]=1. The yield is 0.946. (2) The reactants are [CH3:1][C:2]1[CH:7]=[C:6]([CH3:8])[N:5]2[N:9]=[C:10]([SH:12])[N:11]=[C:4]2[N:3]=1.Br[CH2:14][CH2:15][O:16][C:17]1[CH:22]=[CH:21][C:20]([Cl:23])=[CH:19][CH:18]=1.C(=O)([O-])[O-].[K+].[K+].CN(C)C=O. The catalyst is O. The product is [Cl:23][C:20]1[CH:21]=[CH:22][C:17]([O:16][CH2:15][CH2:14][S:12][C:10]2[N:11]=[C:4]3[N:3]=[C:2]([CH3:1])[CH:7]=[C:6]([CH3:8])[N:5]3[N:9]=2)=[CH:18][CH:19]=1. The yield is 0.850. (3) The reactants are [CH3:1][C:2]([C:9]1[CH:14]=[CH:13][CH:12]=[C:11]([Br:15])[CH:10]=1)([CH3:8])[C:3](=O)[C:4]([OH:6])=[O:5].[CH3:16][NH2:17].C([O-])(=O)C(C)=O.CO. The catalyst is O1CCCC1. The product is [Br:15][C:11]1[CH:10]=[C:9]([CH:14]=[CH:13][CH:12]=1)[C:2]([CH3:8])([CH3:1])[C@@H:3]([C:4]([OH:6])=[O:5])[NH:17][CH3:16]. The yield is 0.300. (4) The reactants are [OH:1][C:2]1[C:3]2[CH:4]=[C:5](/[CH:15]=[CH:16]/[C:17]([OH:19])=O)[CH:6]=[N:7][C:8]=2[NH:9][C:10](=[O:14])[C:11]=1[CH2:12][CH3:13].[CH2:20]1[C:30]2=[C:31]3[C:26](=[CH:27][CH:28]=[CH:29]2)[C:25]([CH2:32][NH:33][CH3:34])=[CH:24][CH:23]=[C:22]3[CH2:21]1.CCN=C=NCCCN(C)C.C1C=CC2N(O)N=NC=2C=1.CCN(C(C)C)C(C)C.Cl. The catalyst is CN(C=O)C.O. The product is [CH2:20]1[C:30]2=[C:31]3[C:26](=[CH:27][CH:28]=[CH:29]2)[C:25]([CH2:32][N:33]([CH3:34])[C:17](=[O:19])/[CH:16]=[CH:15]/[C:5]2[CH:6]=[N:7][C:8]4[NH:9][C:10](=[O:14])[C:11]([CH2:12][CH3:13])=[C:2]([OH:1])[C:3]=4[CH:4]=2)=[CH:24][CH:23]=[C:22]3[CH2:21]1. The yield is 0.280. (5) The reactants are [CH:1]1([C:4](=[O:17])[C:5]2[CH:10]=[CH:9][C:8]([C:11]([CH3:16])([CH3:15])[C:12]([OH:14])=[O:13])=[CH:7][CH:6]=2)[CH2:3][CH2:2]1.C[Si]([I:22])(C)C.S(=O)(O)[O-].[Na+]. The catalyst is C(Cl)Cl. The product is [I:22][CH2:3][CH2:2][CH2:1][C:4]([C:5]1[CH:10]=[CH:9][C:8]([C:11]([CH3:16])([CH3:15])[C:12]([OH:14])=[O:13])=[CH:7][CH:6]=1)=[O:17]. The yield is 0.770.